Dataset: Forward reaction prediction with 1.9M reactions from USPTO patents (1976-2016). Task: Predict the product of the given reaction. (1) Given the reactants Br[C:2]1[CH:10]=[CH:9][CH:8]=[C:7]2[C:3]=1[C:4](=[O:17])[C:5](=[O:16])[N:6]2[CH2:11][CH2:12][CH2:13][CH2:14][CH3:15].C(N1C2C(=CC=CC=2)C(=O)C1=O)CCCC.O1C2C=CC(O)=CC=2OC1.[Cl:44][C:45]1[CH:46]=[C:47]([OH:52])[CH:48]=[CH:49][C:50]=1[Cl:51], predict the reaction product. The product is: [Cl:44][C:45]1[C:50]([Cl:51])=[CH:49][C:48]([C:4]2([OH:17])[C:3]3[C:7](=[CH:8][CH:9]=[CH:10][CH:2]=3)[N:6]([CH2:11][CH2:12][CH2:13][CH2:14][CH3:15])[C:5]2=[O:16])=[C:47]([OH:52])[CH:46]=1. (2) Given the reactants [C:1]([C:5]1[N:10]=[CH:9][C:8]([C:11]2[N:12]([C:32]([N:34]3[CH2:39][CH2:38][CH:37]([CH2:40][C:41](O)=[O:42])[CH2:36][CH2:35]3)=[O:33])[C@@:13]([C:25]3[CH:30]=[CH:29][C:28]([Cl:31])=[CH:27][CH:26]=3)([CH3:24])[C@@:14]([C:17]3[CH:22]=[CH:21][C:20]([Cl:23])=[CH:19][CH:18]=3)([CH3:16])[N:15]=2)=[C:7]([O:44][CH2:45][CH3:46])[CH:6]=1)([CH3:4])([CH3:3])[CH3:2].[CH3:47][C@@H:48]([CH2:51][CH3:52])[CH2:49][NH2:50], predict the reaction product. The product is: [C:1]([C:5]1[N:10]=[CH:9][C:8]([C:11]2[N:12]([C:32]([N:34]3[CH2:35][CH2:36][CH:37]([CH2:40][C:41]([NH:50][CH2:49][C@@H:48]([CH3:47])[CH2:51][CH3:52])=[O:42])[CH2:38][CH2:39]3)=[O:33])[C@@:13]([C:25]3[CH:30]=[CH:29][C:28]([Cl:31])=[CH:27][CH:26]=3)([CH3:24])[C@@:14]([C:17]3[CH:22]=[CH:21][C:20]([Cl:23])=[CH:19][CH:18]=3)([CH3:16])[N:15]=2)=[C:7]([O:44][CH2:45][CH3:46])[CH:6]=1)([CH3:3])([CH3:2])[CH3:4]. (3) Given the reactants CN([CH:4]=[O:5])C.P(Cl)(Cl)(Cl)=O.[C:11]([C:13]1[CH:14]=[C:15]([C:18](=[N:20][NH:21][C:22](N)=O)[CH3:19])[NH:16][CH:17]=1)#[N:12].[OH-].[Na+], predict the reaction product. The product is: [CH:4]([C:19]1[C:18]([C:15]2[NH:16][CH:17]=[C:13]([C:11]#[N:12])[CH:14]=2)=[N:20][NH:21][CH:22]=1)=[O:5]. (4) Given the reactants Br[C:2]1[N:6]([CH3:7])[C:5]2[CH:8]=[CH:9][C:10](Br)=[CH:11][C:4]=2[N:3]=1.[C:13]1([CH2:19][O:20][C:21]([NH:23][CH:24]=[CH2:25])=[O:22])[CH:18]=[CH:17][CH:16]=[CH:15][CH:14]=1.[CH:26]12[CH2:45][CH2:44][CH2:43][CH:39](C[CH2:41][CH2:42]1)B12[H]B2([CH:39]3C[CH2:41][CH2:42][CH:26]2[CH2:45][CH2:44][CH2:43]3)[H]1.[OH-:46].[Na+], predict the reaction product. The product is: [CH3:7][N:6]1[C:5]2[CH:8]=[CH:9][C:10]([CH2:25][CH2:24][NH:23][C:21]([O:20][CH2:19][C:13]3[CH:18]=[CH:17][CH:16]=[CH:15][CH:14]=3)=[O:22])=[CH:11][C:4]=2[N:3]=[C:2]1[CH2:25][CH2:24][NH:23][C:21]([O:20][CH2:39][C:43]1[CH:41]=[CH:42][CH:26]=[CH:45][CH:44]=1)=[O:46]. (5) Given the reactants [O:1]([C:3]1[CH:4]=[C:5]([CH:8]=[CH:9][CH:10]=1)[CH2:6][NH2:7])[CH3:2].C([O:15][C:16]([C:18]1[CH:23]=[CH:22][CH:21]=[CH:20][C:19]=1[C:24]1[CH:29]=[CH:28][C:27]([CH2:30][N:31]2[C:39]3[C:34](=[CH:35][C:36]([C:40](O)=[O:41])=[CH:37][CH:38]=3)[C:33]([CH3:43])=[C:32]2[CH3:44])=[CH:26][CH:25]=1)=[O:17])(C)(C)C, predict the reaction product. The product is: [CH3:2][O:1][C:3]1[CH:4]=[C:5]([CH:8]=[CH:9][CH:10]=1)[CH2:6][NH:7][C:40]([C:36]1[CH:35]=[C:34]2[C:39](=[CH:38][CH:37]=1)[N:31]([CH2:30][C:27]1[CH:26]=[CH:25][C:24]([C:19]3[C:18]([C:16]([OH:17])=[O:15])=[CH:23][CH:22]=[CH:21][CH:20]=3)=[CH:29][CH:28]=1)[C:32]([CH3:44])=[C:33]2[CH3:43])=[O:41]. (6) Given the reactants [Br:1][C:2]1[CH:9]=[CH:8][C:5]([CH2:6]Br)=[CH:4][CH:3]=1.[N-:10]=[N+:11]=[N-:12].[Na+].CS(C)=O, predict the reaction product. The product is: [Br:1][C:2]1[CH:9]=[CH:8][C:5]([CH2:6][N:10]=[N+:11]=[N-:12])=[CH:4][CH:3]=1. (7) Given the reactants Br[C:2]1[CH:7]=[CH:6][C:5]([S:8]([CH3:11])(=[O:10])=[O:9])=[C:4]([Cl:12])[CH:3]=1.[CH:13]1([CH:18]([OH:21])[CH:19]=[CH2:20])[CH2:17][CH2:16][CH2:15][CH2:14]1.C([O-])(=O)C.[Na+], predict the reaction product. The product is: [Cl:12][C:4]1[CH:3]=[C:2]([CH2:20][CH2:19][C:18]([CH:13]2[CH2:17][CH2:16][CH2:15][CH2:14]2)=[O:21])[CH:7]=[CH:6][C:5]=1[S:8]([CH3:11])(=[O:10])=[O:9].